From a dataset of Catalyst prediction with 721,799 reactions and 888 catalyst types from USPTO. Predict which catalyst facilitates the given reaction. Reactant: Br[C:2]1[CH:3]=[C:4]([CH:25]=[CH:26][N:27]=1)[C:5]([NH:7][C:8]1[S:9][C:10]2[C:16]([CH:17]3[CH2:22][O:21][CH2:20][CH2:19][O:18]3)=[CH:15][CH:14]=[C:13]([O:23][CH3:24])[C:11]=2[N:12]=1)=[O:6].C(=O)([O-])[O-].[Cs+].[Cs+].[OH:34][CH:35]1[CH2:40][CH2:39][NH:38][CH2:37][CH2:36]1.CS(C)=O. Product: [O:18]1[CH2:19][CH2:20][O:21][CH2:22][CH:17]1[C:16]1[C:10]2[S:9][C:8]([NH:7][C:5]([C:4]3[CH:25]=[CH:26][N:27]=[C:2]([N:38]4[CH2:39][CH2:40][CH:35]([OH:34])[CH2:36][CH2:37]4)[CH:3]=3)=[O:6])=[N:12][C:11]=2[C:13]([O:23][CH3:24])=[CH:14][CH:15]=1. The catalyst class is: 3.